This data is from Full USPTO retrosynthesis dataset with 1.9M reactions from patents (1976-2016). The task is: Predict the reactants needed to synthesize the given product. (1) Given the product [F:9][C:10]1[CH:15]=[CH:14][C:13]([C:16]2([C:43]3[CH:48]=[CH:47][CH:46]=[CH:45][CH:44]=3)[O:21][C:20]3[CH:22]=[C:23]([C:30]4[CH:35]=[CH:34][C:33]([C:36]5[CH:41]=[CH:40][C:39]([O:42][C:1](=[O:7])[CH2:2][CH2:3][CH2:4][CH2:5][CH3:6])=[CH:38][CH:37]=5)=[CH:32][CH:31]=4)[C:24]4[C:29]([C:19]=3[CH:18]=[CH:17]2)=[CH:28][CH:27]=[CH:26][CH:25]=4)=[CH:12][CH:11]=1, predict the reactants needed to synthesize it. The reactants are: [C:1](Cl)(=[O:7])[CH2:2][CH2:3][CH2:4][CH2:5][CH3:6].[F:9][C:10]1[CH:15]=[CH:14][C:13]([C:16]2([C:43]3[CH:48]=[CH:47][CH:46]=[CH:45][CH:44]=3)[O:21][C:20]3[CH:22]=[C:23]([C:30]4[CH:35]=[CH:34][C:33]([C:36]5[CH:41]=[CH:40][C:39]([OH:42])=[CH:38][CH:37]=5)=[CH:32][CH:31]=4)[C:24]4[C:29]([C:19]=3[CH:18]=[CH:17]2)=[CH:28][CH:27]=[CH:26][CH:25]=4)=[CH:12][CH:11]=1.N1C=CC=CC=1.Cl. (2) Given the product [Cl:32][C:26]1[C:25]([CH3:33])=[C:24]([N:23]2[CH:9]([C:10]3[CH:15]=[CH:14][CH:13]=[CH:12][CH:11]=3)[CH2:8][CH2:7][CH:6]2[CH2:21][CH3:22])[CH:31]=[CH:30][C:27]=1[C:28]#[N:29], predict the reactants needed to synthesize it. The reactants are: CS(O[CH:6]([CH2:21][CH3:22])[CH2:7][CH2:8][CH:9](OS(C)(=O)=O)[C:10]1[CH:15]=[CH:14][CH:13]=[CH:12][CH:11]=1)(=O)=O.[NH2:23][C:24]1[CH:31]=[CH:30][C:27]([C:28]#[N:29])=[C:26]([Cl:32])[C:25]=1[CH3:33]. (3) Given the product [C:8]([C:7]1[CH:6]=[CH:5][C:4]([NH:10][C@H:11]([CH2:15][CH:16]([CH3:18])[CH3:17])[C:12]([NH2:14])=[O:13])=[CH:3][C:2]=1[NH:19][C:20]1[CH:24]=[C:23]([CH3:25])[O:22][N:21]=1)#[N:9], predict the reactants needed to synthesize it. The reactants are: Br[C:2]1[CH:3]=[C:4]([NH:10][C@H:11]([CH2:15][CH:16]([CH3:18])[CH3:17])[C:12]([NH2:14])=[O:13])[CH:5]=[CH:6][C:7]=1[C:8]#[N:9].[NH2:19][C:20]1[CH:24]=[C:23]([CH3:25])[O:22][N:21]=1.C1C=CC(P(C2C(C3C(P(C4C=CC=CC=4)C4C=CC=CC=4)=CC=C4C=3C=CC=C4)=C3C(C=CC=C3)=CC=2)C2C=CC=CC=2)=CC=1.C([O-])([O-])=O.[K+].[K+]. (4) Given the product [NH2:56][C:51]1[CH:50]=[C:49]([C:71]([CH3:70])([CH3:72])[CH3:83])[CH:54]=[CH:53][C:52]=1[NH:55][C:34](=[O:35])[CH2:33][CH2:32][CH:30]1[CH2:29][CH:28]([N:27]([CH2:26][C@@H:18]2[C@@H:19]3[C@@H:20]([O:21][C:22]([CH3:24])([CH3:25])[O:23]3)[C@H:16]([N:13]3[C:9]4[N:10]=[CH:11][N:12]=[C:7]([NH:6][CH2:5][C:4]5[CH:40]=[CH:41][C:42]([O:44][CH3:45])=[CH:43][C:3]=5[O:2][CH3:1])[C:8]=4[CH:15]=[CH:14]3)[O:17]2)[CH:37]([CH3:39])[CH3:38])[CH2:31]1, predict the reactants needed to synthesize it. The reactants are: [CH3:1][O:2][C:3]1[CH:43]=[C:42]([O:44][CH3:45])[CH:41]=[CH:40][C:4]=1[CH2:5][NH:6][C:7]1[C:8]2[CH:15]=[CH:14][N:13]([C@H:16]3[C@@H:20]4[O:21][C:22]([CH3:25])([CH3:24])[O:23][C@@H:19]4[C@@H:18]([CH2:26][N:27]([CH:37]([CH3:39])[CH3:38])[CH:28]4[CH2:31][CH:30]([CH2:32][CH2:33][C:34](O)=[O:35])[CH2:29]4)[O:17]3)[C:9]=2[N:10]=[CH:11][N:12]=1.FC(F)(F)O[C:49]1[CH:50]=[C:51]([NH2:56])[C:52]([NH2:55])=[CH:53][CH:54]=1.CN(C(ON1N=NC2[CH:70]=[CH:71][CH:72]=NC1=2)=[N+](C)C)C.F[P-](F)(F)(F)(F)F.[CH:83]1C=NC2N(O)N=NC=2C=1. (5) The reactants are: [CH3:1][O:2][C:3]1[CH:4]=[CH:5][CH:6]=[CH:7][C:8]=1[O:9][CH2:10][CH2:11][NH:12][CH2:13][CH:14]([OH:30])[CH2:15][O:16][C:17]1[CH:18]=[CH:19][CH:20]=[C:21]2[NH:29][C:28]3[CH:27]=[CH:26][CH:25]=[CH:24][C:23]=3[C:22]=12. Given the product [CH3:1][O:2][C:3]1[CH:4]=[CH:5][CH:6]=[CH:7][C:8]=1[O:9][CH2:10][CH2:11][NH2:12].[CH3:1][O:2][C:3]1[CH:4]=[CH:5][CH:6]=[CH:7][C:8]=1[O:9][CH2:10][CH2:11][NH:12][CH2:13][CH:14]([OH:30])[CH2:15][O:16][C:17]1[CH:18]=[CH:19][CH:20]=[C:21]2[NH:29][C:28]3[CH:27]=[CH:26][CH:25]=[CH:24][C:23]=3[C:22]=12.[O:30]1[CH2:13][CH:14]1[CH2:15][O:16][C:17]1[C:22]2[C:23]3[C:28](=[CH:27][CH:26]=[CH:25][CH:24]=3)[NH:29][C:21]=2[CH:20]=[CH:19][CH:18]=1, predict the reactants needed to synthesize it. (6) Given the product [C:17]([CH:14]1[CH2:15][CH2:16][CH:11]([C:5]2[CH:10]=[CH:9][C:8]([C:20](=[O:22])[CH3:21])=[CH:7][CH:6]=2)[CH2:12][CH2:13]1)(=[O:19])[CH3:18], predict the reactants needed to synthesize it. The reactants are: [Al+3].[Cl-].[Cl-].[Cl-].[C:5]1([CH:11]2[CH2:16][CH2:15][CH:14]([C:17](=[O:19])[CH3:18])[CH2:13][CH2:12]2)[CH:10]=[CH:9][CH:8]=[CH:7][CH:6]=1.[C:20](Cl)(=[O:22])[CH3:21]. (7) The reactants are: [CH:1]1([CH:7]([NH:19][C:20]2[CH:25]=[CH:24][C:23]([C:26]([N:28]([CH3:36])[CH2:29][CH2:30][C:31]([O:33]CC)=[O:32])=[O:27])=[CH:22][CH:21]=2)[C:8]2[O:9][C:10]3[CH:17]=[CH:16][C:15]([F:18])=[CH:14][C:11]=3[C:12]=2[CH3:13])[CH2:6][CH2:5][CH2:4][CH2:3][CH2:2]1.CCCCCC.C(O)C.CO.[OH-].[Na+]. Given the product [CH:1]1([CH:7]([NH:19][C:20]2[CH:21]=[CH:22][C:23]([C:26]([N:28]([CH3:36])[CH2:29][CH2:30][C:31]([OH:33])=[O:32])=[O:27])=[CH:24][CH:25]=2)[C:8]2[O:9][C:10]3[CH:17]=[CH:16][C:15]([F:18])=[CH:14][C:11]=3[C:12]=2[CH3:13])[CH2:6][CH2:5][CH2:4][CH2:3][CH2:2]1, predict the reactants needed to synthesize it. (8) Given the product [C:1]([O:5][C:6]([N:8]1[CH2:13][CH2:12][C:11](=[CH:14][C:15]2[O:17][N:18]=[C:19]([C:20]3[CH:25]=[CH:24][CH:23]=[C:22]([Cl:26])[CH:21]=3)[N:27]=2)[CH2:10][CH2:9]1)=[O:7])([CH3:4])([CH3:3])[CH3:2], predict the reactants needed to synthesize it. The reactants are: [C:1]([O:5][C:6]([N:8]1[CH2:13][CH2:12][C:11](=[CH:14][C:15]([O:17][N:18]=[C:19]([NH2:27])[C:20]2[CH:25]=[CH:24][CH:23]=[C:22]([Cl:26])[CH:21]=2)=O)[CH2:10][CH2:9]1)=[O:7])([CH3:4])([CH3:3])[CH3:2].[F-].C([N+](CCCC)(CCCC)CCCC)CCC. (9) Given the product [CH3:16][C:14]1[N:1]=[C:2]2[CH:7]=[C:6]([CH3:8])[CH:5]=[CH:4][N:3]2[C:13]=1[C:12]([O:11][CH2:9][CH3:10])=[O:18], predict the reactants needed to synthesize it. The reactants are: [NH2:1][C:2]1[CH:7]=[C:6]([CH3:8])[CH:5]=[CH:4][N:3]=1.[CH2:9]([O:11][C:12](=[O:18])[CH:13](Cl)[C:14]([CH3:16])=O)[CH3:10].